This data is from Full USPTO retrosynthesis dataset with 1.9M reactions from patents (1976-2016). The task is: Predict the reactants needed to synthesize the given product. (1) The reactants are: [OH:1][CH2:2][C:3]1[CH:4]=[C:5]([C:9]2[N:14]=[CH:13][C:12](/[CH:15]=[CH:16]/[CH2:17][NH:18][C:19](=[O:25])[O:20][C:21]([CH3:24])(C)C)=[CH:11][N:10]=2)[CH:6]=[CH:7][CH:8]=1.[CH2:26]1COC[CH2:27]1. Given the product [OH:1][CH2:2][C:3]1[CH:4]=[C:5]([C:9]2[N:10]=[CH:11][C:12]([CH2:15][CH2:16][CH2:17][NH:18][C:19](=[O:25])[O:20][CH2:21][CH2:24][CH2:26][CH3:27])=[CH:13][N:14]=2)[CH:6]=[CH:7][CH:8]=1, predict the reactants needed to synthesize it. (2) Given the product [CH3:38][C:37]1[CH:39]=[CH:40][C:34]([S:31]([NH:7][CH2:8][CH:9]([C:25]2[CH:26]=[CH:27][CH:28]=[CH:29][CH:30]=2)[CH2:10][C:11]([NH:13][C:14]2[CH:24]=[CH:23][C:17]([C:18]([O:20][CH2:21][CH3:22])=[O:19])=[CH:16][CH:15]=2)=[O:12])(=[O:33])=[O:32])=[CH:35][CH:36]=1, predict the reactants needed to synthesize it. The reactants are: C(=O)([O-])[O-].[K+].[K+].[NH2:7][CH2:8][CH:9]([C:25]1[CH:30]=[CH:29][CH:28]=[CH:27][CH:26]=1)[CH2:10][C:11]([NH:13][C:14]1[CH:24]=[CH:23][C:17]([C:18]([O:20][CH2:21][CH3:22])=[O:19])=[CH:16][CH:15]=1)=[O:12].[S:31](Cl)([C:34]1[CH:40]=[CH:39][C:37]([CH3:38])=[CH:36][CH:35]=1)(=[O:33])=[O:32]. (3) The reactants are: N[C:2]1[CH:7]=[CH:6][C:5]([C:8]2[CH2:13][S:12][C:11]3=[N:14][N:15]=[C:16]([C:17]4[CH:22]=[C:21]([O:23][CH3:24])[C:20]([O:25][CH3:26])=[C:19]([O:27][CH3:28])[CH:18]=4)[N:10]3[N:9]=2)=[CH:4][CH:3]=1.[CH2:29]=O.[C:31]([BH3-])#[N:32].[Na+].Cl. Given the product [CH3:29][N:32]([CH3:31])[C:2]1[CH:7]=[CH:6][C:5]([C:8]2[CH2:13][S:12][C:11]3=[N:14][N:15]=[C:16]([C:17]4[CH:22]=[C:21]([O:23][CH3:24])[C:20]([O:25][CH3:26])=[C:19]([O:27][CH3:28])[CH:18]=4)[N:10]3[N:9]=2)=[CH:4][CH:3]=1, predict the reactants needed to synthesize it. (4) Given the product [NH:7]([C:28]([O:30][CH2:31][C:32]1[CH:33]=[CH:34][CH:35]=[CH:36][CH:37]=1)=[O:29])[C@H:8]([C:10]([NH:12][C@H:13]([C:17]([N:19]1[CH2:27][CH2:26][CH2:25][C@H:20]1[C:21]([CH2:23][O:3][C:1]([CH3:2])=[O:4])=[O:22])=[O:18])[CH:14]([CH3:15])[CH3:16])=[O:11])[CH3:9], predict the reactants needed to synthesize it. The reactants are: [C:1]([OH:4])(=[O:3])[CH3:2].[F-].[K+].[NH:7]([C:28]([O:30][CH2:31][C:32]1[CH:37]=[CH:36][CH:35]=[CH:34][CH:33]=1)=[O:29])[C@H:8]([C:10]([NH:12][C@H:13]([C:17]([N:19]1[CH2:27][CH2:26][CH2:25][C@H:20]1[C:21]([CH2:23]Br)=[O:22])=[O:18])[CH:14]([CH3:16])[CH3:15])=[O:11])[CH3:9]. (5) Given the product [C:1]([S:5]([NH:7][C:8]1([CH:12]([CH2:16][CH3:17])[C:13]([O:15][CH2:19][C:20](=[O:21])[C:22]2[CH:27]=[CH:26][C:25]([O:28][C:29]([F:30])([F:31])[F:32])=[CH:24][CH:23]=2)=[O:14])[CH2:9][O:10][CH2:11]1)=[O:6])([CH3:4])([CH3:3])[CH3:2], predict the reactants needed to synthesize it. The reactants are: [C:1]([S:5]([NH:7][C:8]1([CH:12]([CH2:16][CH3:17])[C:13]([OH:15])=[O:14])[CH2:11][O:10][CH2:9]1)=[O:6])([CH3:4])([CH3:3])[CH3:2].Br[CH2:19][C:20]([C:22]1[CH:27]=[CH:26][C:25]([O:28][C:29]([F:32])([F:31])[F:30])=[CH:24][CH:23]=1)=[O:21]. (6) The reactants are: [C:1]1(=O)OC(=O)C2=CC=CC=[C:2]12.[CH3:12][O:13][C:14](=[O:33])[CH2:15][S:16][CH:17]1[C:25]2[C:20](=[CH:21][CH:22]=[CH:23][CH:24]=2)[C:19](=[O:26])[N:18]1[CH2:27][C:28]1S[CH:30]=[CH:31][CH:32]=1.[CH2:34](N)C1C=CC=CC=1. Given the product [CH2:12]([O:13][C:14](=[O:33])[CH2:15][S:16][CH:17]1[C:25]2[C:20](=[CH:21][CH:22]=[CH:23][CH:24]=2)[C:19](=[O:26])[N:18]1[CH2:27][C:28]1[CH:2]=[CH:1][CH:30]=[CH:31][CH:32]=1)[CH3:34], predict the reactants needed to synthesize it. (7) Given the product [N+:23]([C:18]1[CH:19]=[N:20][CH:21]=[CH:22][C:17]=1[CH:2]([C:3]([O:5][CH2:6][CH3:7])=[O:4])[C:1]([O:9][C:10]([CH3:12])([CH3:11])[CH3:13])=[O:8])([O-:25])=[O:24], predict the reactants needed to synthesize it. The reactants are: [C:1]([O:9][C:10]([CH3:13])([CH3:12])[CH3:11])(=[O:8])[CH2:2][C:3]([O:5][CH2:6][CH3:7])=[O:4].[H-].[Na+].Cl[C:17]1[CH:22]=[CH:21][N:20]=[CH:19][C:18]=1[N+:23]([O-:25])=[O:24].